Dataset: Forward reaction prediction with 1.9M reactions from USPTO patents (1976-2016). Task: Predict the product of the given reaction. (1) Given the reactants [Br:1][C:2]1[CH:10]=[CH:9][C:5]([C:6]([OH:8])=O)=[CH:4][C:3]=1[S:11](Cl)(=[O:13])=[O:12].[NH2:15][C:16]1[CH:17]=[CH:18][C:19]([Cl:22])=[N:20][CH:21]=1.[C:23]([O:32]C)(=[O:31])[C:24]1[C:25](=[CH:27][CH:28]=[CH:29][CH:30]=1)[NH2:26], predict the reaction product. The product is: [Br:1][C:2]1[CH:10]=[CH:9][C:5]([C:6]([NH:26][C:25]2[CH:27]=[CH:28][CH:29]=[CH:30][C:24]=2[C:23]([OH:32])=[O:31])=[O:8])=[CH:4][C:3]=1[S:11](=[O:13])(=[O:12])[NH:15][C:16]1[CH:21]=[N:20][C:19]([Cl:22])=[CH:18][CH:17]=1. (2) Given the reactants ClC1N=C(NNCC#C)N=C(NNCCC)N=1.Cl.NO.C([O:23][N:24](C)[C:25]1[N:30]=[C:29]([NH:31][CH2:32][CH2:33][CH3:34])[N:28]=[C:27]([NH:35][CH2:36][C:37]#[CH:38])[N:26]=1)C, predict the reaction product. The product is: [CH2:36]([NH:35][C:27]1[N:28]=[C:29]([NH:31][CH2:32][C:33]#[CH:34])[N:30]=[C:25]([NH:24][OH:23])[N:26]=1)[CH2:37][CH3:38]. (3) Given the reactants [F:1][C:2]1[CH:7]=[C:6]([O:8][CH3:9])[CH:5]=[CH:4][C:3]=1B(O)O.Cl[C:14]1[CH:19]=[C:18](Cl)[N:17]=[CH:16][N:15]=1.[IH:21], predict the reaction product. The product is: [I:21][C:14]1[CH:19]=[C:18]([C:3]2[CH:4]=[CH:5][C:6]([O:8][CH3:9])=[CH:7][C:2]=2[F:1])[N:17]=[CH:16][N:15]=1.